Dataset: CYP2C9 inhibition data for predicting drug metabolism from PubChem BioAssay. Task: Regression/Classification. Given a drug SMILES string, predict its absorption, distribution, metabolism, or excretion properties. Task type varies by dataset: regression for continuous measurements (e.g., permeability, clearance, half-life) or binary classification for categorical outcomes (e.g., BBB penetration, CYP inhibition). Dataset: cyp2c9_veith. The molecule is C=CC[C@@H]1C=C[C@@H](O/N=C2\[C@@H]3CCn4c(=O)n(-c5ccccc5)c(=O)n4[C@H]3[C@H](O)[C@H]3O[C@H]23)[C@@H](CO)O1. The result is 0 (non-inhibitor).